Predict the reaction yield, written as a fraction of the theoretical maximum amount of product (1.0 means a 100% yield; for example, 0.34 means a 34% yield). From a dataset of Reaction yield outcomes from USPTO patents with 853,638 reactions. (1) The reactants are [C:1]([O:5][C:6]([N:8]1[CH2:13][CH2:12][CH:11]([O:14][C:15]2[C:16]([C:30](O)=[O:31])=[N:17][N:18]([C:22]3[CH:27]=[CH:26][C:25]([Cl:28])=[C:24]([Cl:29])[CH:23]=3)[C:19](=[O:21])[CH:20]=2)[CH2:10][CH2:9]1)=[O:7])([CH3:4])([CH3:3])[CH3:2].CO. The product is [Cl:29][C:24]1[CH:23]=[C:22]([N:18]2[C:19](=[O:21])[CH:20]=[C:15]([O:14][CH:11]3[CH2:10][CH2:9][N:8]([C:6]([O:5][C:1]([CH3:2])([CH3:3])[CH3:4])=[O:7])[CH2:13][CH2:12]3)[C:16]([CH2:30][OH:31])=[N:17]2)[CH:27]=[CH:26][C:25]=1[Cl:28]. The yield is 0.426. The catalyst is C1COCC1. (2) The reactants are Br[C:2]1[C:7]([O:8][CH2:9][CH2:10][F:11])=[CH:6][CH:5]=[CH:4][N:3]=1.C([Li])CCC.CCCCCC.CON(C)[C:26]([CH:28]1[CH2:33][CH2:32][N:31]([C:34]([O:36][C:37]([CH3:40])([CH3:39])[CH3:38])=[O:35])[CH2:30][CH2:29]1)=[O:27]. The catalyst is C1COCC1. The product is [F:11][CH2:10][CH2:9][O:8][C:7]1[C:2]([C:26]([CH:28]2[CH2:33][CH2:32][N:31]([C:34]([O:36][C:37]([CH3:40])([CH3:39])[CH3:38])=[O:35])[CH2:30][CH2:29]2)=[O:27])=[N:3][CH:4]=[CH:5][CH:6]=1. The yield is 0.400. (3) The reactants are [CH3:1][O:2][C:3]([C:5]1N=C2C(C(F)(F)F)=CC(Br)=CN2[C:18]=1CC(OC)=O)=[O:4].[C:24]1([C:30]2[N:35]=[N:34][C:33]([NH2:36])=[C:32]([C:37]([F:40])([F:39])[F:38])[CH:31]=2)[CH:29]=[CH:28][CH:27]=[CH:26][CH:25]=1.BrCC(=O)C(OC)=O. The catalyst is CN(C=O)C. The product is [CH3:1][O:2][C:3]([C:5]1[N:36]=[C:33]2[C:32]([C:37]([F:39])([F:40])[F:38])=[CH:31][C:30]([C:24]3[CH:25]=[CH:26][CH:27]=[CH:28][CH:29]=3)=[N:35][N:34]2[CH:18]=1)=[O:4]. The yield is 0.700. (4) The reactants are [Cl:1][C:2]1[CH:3]=[C:4]([CH:8]2[C:17]3[C:12](=[CH:13][CH:14]=[C:15]([C:18]([C:26]4[CH:31]=[CH:30][C:29]([F:32])=[CH:28][CH:27]=4)([C:20]4[N:24]([CH3:25])[CH:23]=[N:22][CH:21]=4)[OH:19])[CH:16]=3)[N:11]3[N:33]=[N:34][N:35]=[C:10]3[NH:9]2)[CH:5]=[CH:6][CH:7]=1. The catalyst is C1(C)C=CC=CC=1. The product is [Cl:1][C:2]1[CH:3]=[C:4]([CH:8]2[C:17]3[CH:16]=[C:15]([C:18]([C:26]4[CH:31]=[CH:30][C:29]([F:32])=[CH:28][CH:27]=4)([C:20]4[N:24]([CH3:25])[CH:23]=[N:22][CH:21]=4)[OH:19])[CH:14]=[CH:13][C:12]=3[NH:11][C:10]3=[N:35][N:34]=[N:33][N:9]23)[CH:5]=[CH:6][CH:7]=1. The yield is 0.500. (5) The reactants are [CH3:1][C:2]1[N:6]([CH2:7][CH:8]=[CH:9][CH2:10][CH2:11][O:12]C2CCCCO2)[C:5](=[O:19])[O:4][N:3]=1.C1(C)C=CC(S(O)(=O)=O)=CC=1.C(=O)(O)[O-].[Na+]. The catalyst is CO. The product is [OH:12][CH2:11][CH2:10][CH:9]=[CH:8][CH2:7][N:6]1[C:5](=[O:19])[O:4][N:3]=[C:2]1[CH3:1]. The yield is 0.800. (6) The reactants are [CH3:1][C:2]1([CH3:12])[O:6][C:5](=[CH:7][C:8](Cl)=[O:9])[C:4](=[O:11])[O:3]1.[CH3:13][C:14]1[CH:23]=[CH:22][CH:21]=[CH:20][C:15]=1[CH2:16][NH:17][O:18][CH3:19]. No catalyst specified. The product is [CH3:1][C:2]1([CH3:12])[O:6][C:5](=[CH:7][C:8]([N:17]([O:18][CH3:19])[CH2:16][C:15]2[CH:20]=[CH:21][CH:22]=[CH:23][C:14]=2[CH3:13])=[O:9])[C:4](=[O:11])[O:3]1. The yield is 1.00.